Dataset: Reaction yield outcomes from USPTO patents with 853,638 reactions. Task: Predict the reaction yield, written as a fraction of the theoretical maximum amount of product (1.0 means a 100% yield; for example, 0.34 means a 34% yield). (1) The reactants are [H-].[H-].[H-].[H-].[Li+].[Al+3].[CH2:7]([O:14][CH2:15][C:16]([NH:18][C:19]1[CH:24]=[CH:23][C:22]([F:25])=[CH:21][CH:20]=1)=O)[C:8]1[CH:13]=[CH:12][CH:11]=[CH:10][CH:9]=1.C(Cl)Cl.[OH-].[Na+]. The catalyst is C(OCC)C. The product is [CH2:7]([O:14][CH2:15][CH2:16][NH:18][C:19]1[CH:24]=[CH:23][C:22]([F:25])=[CH:21][CH:20]=1)[C:8]1[CH:9]=[CH:10][CH:11]=[CH:12][CH:13]=1. The yield is 0.840. (2) The reactants are [Si:1](Cl)([C:4]([CH3:7])([CH3:6])[CH3:5])([CH3:3])[CH3:2].[Br:9][C:10]1[CH:15]=[C:14]([CH3:16])[C:13]([CH2:17][CH:18]([OH:24])[CH2:19][C:20]([O:22][CH3:23])=[O:21])=[C:12]([CH3:25])[CH:11]=1.N1C=CN=C1. The catalyst is ClCCl.CCOC(C)=O. The product is [Br:9][C:10]1[CH:11]=[C:12]([CH3:25])[C:13]([CH2:17][CH:18]([O:24][Si:1]([C:4]([CH3:7])([CH3:6])[CH3:5])([CH3:3])[CH3:2])[CH2:19][C:20]([O:22][CH3:23])=[O:21])=[C:14]([CH3:16])[CH:15]=1. The yield is 0.700. (3) The reactants are Cl[C:2](Cl)(Cl)C(OC(=O)C(Cl)(Cl)Cl)=O.[NH2:14][C:15]1[N:20]=[C:19]([N:21]([CH2:28][CH2:29][O:30][CH3:31])[C:22]2[CH:27]=[CH:26][CH:25]=[CH:24][CH:23]=2)[N:18]=[C:17]([C:32](=[N:34][OH:35])[NH2:33])[N:16]=1.Cl.[O:37]([CH:44]1[CH2:47][NH:46][CH2:45]1)[C:38]1[CH:43]=[CH:42][CH:41]=[CH:40][CH:39]=1.CCN(C(C)C)C(C)C. The catalyst is C1(C)C=CC=CC=1.N1C=CC=CC=1. The product is [CH3:31][O:30][CH2:29][CH2:28][N:21]([C:22]1[CH:23]=[CH:24][CH:25]=[CH:26][CH:27]=1)[C:19]1[N:20]=[C:15]([NH2:14])[N:16]=[C:17]([C:32]2[N:33]=[C:2]([N:46]3[CH2:47][CH:44]([O:37][C:38]4[CH:39]=[CH:40][CH:41]=[CH:42][CH:43]=4)[CH2:45]3)[O:35][N:34]=2)[N:18]=1. The yield is 0.290. (4) The reactants are [CH:1]1[C:6]([CH:7]=[O:8])=[CH:5][C:4]2[O:9][CH2:10][O:11][C:3]=2[CH:2]=1.[CH2:12]1[O:20][C:19]2[C:14](=[CH:15][CH:16]=[C-:17][CH:18]=2)[O:13]1.[Mg+2].[Br-]. The catalyst is ClCCl. The product is [CH2:10]1[O:11][C:3]2[CH:2]=[CH:1][C:6]([CH:7]([C:17]3[CH:16]=[CH:15][C:14]4[O:13][CH2:12][O:20][C:19]=4[CH:18]=3)[OH:8])=[CH:5][C:4]=2[O:9]1. The yield is 0.870. (5) The reactants are [F:1][C:2]1[C:10]([C:11]2[CH:16]=[CH:15][C:14]([O:17][CH2:18][CH2:19][CH2:20][OH:21])=[CH:13][CH:12]=2)=[C:9]([F:22])[CH:8]=[C:7]2[C:3]=1[C:4]([CH:23]=[O:24])=[CH:5][NH:6]2.CC(=CC)C.Cl([O-])=[O:31].[Na+].P([O-])(O)(O)=O.[Na+]. The catalyst is C(#N)C.C(O)(C)(C)C.O. The product is [F:1][C:2]1[C:10]([C:11]2[CH:12]=[CH:13][C:14]([O:17][CH2:18][CH2:19][CH2:20][OH:21])=[CH:15][CH:16]=2)=[C:9]([F:22])[CH:8]=[C:7]2[C:3]=1[C:4]([C:23]([OH:31])=[O:24])=[CH:5][NH:6]2. The yield is 0.430.